This data is from NCI-60 drug combinations with 297,098 pairs across 59 cell lines. The task is: Regression. Given two drug SMILES strings and cell line genomic features, predict the synergy score measuring deviation from expected non-interaction effect. (1) Drug 1: CC(C1=C(C=CC(=C1Cl)F)Cl)OC2=C(N=CC(=C2)C3=CN(N=C3)C4CCNCC4)N. Drug 2: CC1=C(C=C(C=C1)NC2=NC=CC(=N2)N(C)C3=CC4=NN(C(=C4C=C3)C)C)S(=O)(=O)N.Cl. Cell line: MOLT-4. Synergy scores: CSS=34.1, Synergy_ZIP=1.65, Synergy_Bliss=7.80, Synergy_Loewe=6.11, Synergy_HSA=6.70. (2) Drug 1: CC12CCC(CC1=CCC3C2CCC4(C3CC=C4C5=CN=CC=C5)C)O. Drug 2: CC(C1=C(C=CC(=C1Cl)F)Cl)OC2=C(N=CC(=C2)C3=CN(N=C3)C4CCNCC4)N. Cell line: SK-MEL-5. Synergy scores: CSS=-3.48, Synergy_ZIP=3.06, Synergy_Bliss=1.40, Synergy_Loewe=-4.91, Synergy_HSA=-4.12.